The task is: Predict which catalyst facilitates the given reaction.. This data is from Catalyst prediction with 721,799 reactions and 888 catalyst types from USPTO. Reactant: [N-:1]=[N+:2]=[N-:3].[Na+].Br[CH2:6][CH2:7][CH2:8][CH2:9][CH2:10][CH2:11][CH2:12][CH2:13][CH2:14][CH2:15][C:16]([NH:18][C@H:19]1[CH2:26][CH2:25][CH2:24][NH:23][C:21](=[O:22])[CH2:20]1)=[O:17]. Product: [N:1]([CH2:6][CH2:7][CH2:8][CH2:9][CH2:10][CH2:11][CH2:12][CH2:13][CH2:14][CH2:15][C:16]([NH:18][C@H:19]1[CH2:26][CH2:25][CH2:24][NH:23][C:21](=[O:22])[CH2:20]1)=[O:17])=[N+:2]=[N-:3]. The catalyst class is: 3.